This data is from Catalyst prediction with 721,799 reactions and 888 catalyst types from USPTO. The task is: Predict which catalyst facilitates the given reaction. Product: [CH:26]([Si:10]([CH:7]([CH3:9])[CH3:8])([CH:23]([CH3:25])[CH3:24])[O:11][CH:12]1[CH2:13][CH2:14][CH:15]([CH2:18][OH:19])[CH2:16][CH2:17]1)([CH3:28])[CH3:27]. Reactant: [H-].[Al+3].[Li+].[H-].[H-].[H-].[CH:7]([Si:10]([CH:26]([CH3:28])[CH3:27])([CH:23]([CH3:25])[CH3:24])[O:11][CH:12]1[CH2:17][CH2:16][CH:15]([C:18](OCC)=[O:19])[CH2:14][CH2:13]1)([CH3:9])[CH3:8].C(OCC)(=O)C.N. The catalyst class is: 1.